Dataset: Peptide-MHC class II binding affinity with 134,281 pairs from IEDB. Task: Regression. Given a peptide amino acid sequence and an MHC pseudo amino acid sequence, predict their binding affinity value. This is MHC class II binding data. (1) The binding affinity (normalized) is 0.106. The MHC is DRB1_0401 with pseudo-sequence DRB1_0401. The peptide sequence is EKQLAEVVANTITPLMK. (2) The peptide sequence is GAYETYKFIPSLEAA. The MHC is HLA-DPA10201-DPB10101 with pseudo-sequence HLA-DPA10201-DPB10101. The binding affinity (normalized) is 0.637.